Dataset: Full USPTO retrosynthesis dataset with 1.9M reactions from patents (1976-2016). Task: Predict the reactants needed to synthesize the given product. (1) Given the product [CH:104]1[N:105]=[C:106]([NH2:107])[C:101]2[N:100]=[CH:99][N:98]([C@@H:96]3[O:97][C@H:93]([CH2:92][O:91][P:88]([O:87][P:84]([O:83][CH2:82][C@H:80]4[O:81][C@@H:77]([N:75]5[CH:74]=[C:73]([C:116]([NH2:118])=[O:117])[CH2:72][CH:71]=[CH:76]5)[C@H:78]([OH:115])[C@@H:79]4[OH:114])([OH:86])=[O:85])([OH:90])=[O:89])[C@@H:94]([OH:113])[C@H:95]3[O:108][P:109]([OH:112])([OH:111])=[O:110])[C:102]=2[N:103]=1, predict the reactants needed to synthesize it. The reactants are: P([O-])([O-])([O-])=O.[K+].[K+].[K+].ClCC(O)CO.O=C[C@@H]([C@H]([C@@H]([C@@H](CO)O)O)O)O.C1C=[N+]([C@@H]2O[C@H](COP(OP(OC[C@H]3O[C@@H](N4C5N=CN=C(N)C=5N=C4)[C@H](O)[C@@H]3O)(O)=O)(O)=O)[C@@H](O)[C@H]2O)C=C(C(N)=O)C=1.[CH:71]1[CH:76]=[N+:75]([C@@H:77]2[O:81][C@H:80]([CH2:82][O:83][P:84]([O:87][P:88]([O:91][CH2:92][C@H:93]3[O:97][C@@H:96]([N:98]4[C:102]5[N:103]=[CH:104][N:105]=[C:106]([NH2:107])[C:101]=5[N:100]=[CH:99]4)[C@H:95]([O:108][P:109]([OH:112])([OH:111])=[O:110])[C@@H:94]3[OH:113])([OH:90])=[O:89])([OH:86])=[O:85])[C@@H:79]([OH:114])[C@H:78]2[OH:115])[CH:74]=[C:73]([C:116]([NH2:118])=[O:117])[CH:72]=1. (2) Given the product [CH2:33]([NH:40][C:29]([C:25]1[S:26][C:27]([CH3:28])=[C:23]([NH:22][C:21]([NH:20][CH2:13][C:14]2[CH:15]=[CH:16][CH:17]=[CH:18][CH:19]=2)=[O:32])[CH:24]=1)=[O:31])[C:34]1[CH:39]=[CH:38][CH:37]=[CH:36][CH:35]=1, predict the reactants needed to synthesize it. The reactants are: C(N1C=CN=C1)(N1C=CN=C1)=O.[CH2:13]([NH:20][C:21](=[O:32])[NH:22][C:23]1[CH:24]=[C:25]([C:29]([OH:31])=O)[S:26][C:27]=1[CH3:28])[C:14]1[CH:19]=[CH:18][CH:17]=[CH:16][CH:15]=1.[CH2:33]([NH2:40])[C:34]1[CH:39]=[CH:38][CH:37]=[CH:36][CH:35]=1. (3) Given the product [Br:1][C:2]1[C:3]([F:13])=[CH:4][CH:5]=[C:6]2[C:11]=1[N:10]=[C:9]([O:12][CH3:14])[CH:8]=[CH:7]2, predict the reactants needed to synthesize it. The reactants are: [Br:1][C:2]1[C:3]([F:13])=[CH:4][CH:5]=[C:6]2[C:11]=1[NH:10][C:9](=[O:12])[CH:8]=[CH:7]2.[C:14](=O)([O-])[O-].[K+].[K+].IC.